This data is from Forward reaction prediction with 1.9M reactions from USPTO patents (1976-2016). The task is: Predict the product of the given reaction. (1) Given the reactants [OH:1][C:2]([CH3:26])([CH3:25])[CH2:3][NH:4][C:5]1=[N:6][C:7](=[O:24])[S:8]/[C:9]/1=[CH:10]\[CH:11]1[CH2:16][CH2:15][N:14](C(OC(C)(C)C)=O)[CH2:13][CH2:12]1.[ClH:27].C(OCC)(=O)C, predict the reaction product. The product is: [ClH:27].[ClH:27].[OH:1][C:2]([CH3:26])([CH3:25])[CH2:3][NH:4][C:5]1=[N:6][C:7](=[O:24])[S:8]/[C:9]/1=[CH:10]\[CH:11]1[CH2:16][CH2:15][NH:14][CH2:13][CH2:12]1. (2) Given the reactants [OH:1][C:2]1[CH:3]=[C:4]2[C:8](=[CH:9][CH:10]=1)[C:7](=O)[C:6]1([CH2:19][C:18]3[C:13](=[CH:14][CH:15]=[C:16]([OH:20])[CH:17]=3)[CH2:12]1)[CH:5]2C.[C:22]([CH2:26][CH2:27][Mg]Br)(F)(F)F.[CH2:30]1COCC1, predict the reaction product. The product is: [OH:1][C:2]1[CH:10]=[C:9]2[C:8](=[CH:4][CH:3]=1)[C:7](=[CH:22][CH2:26][CH3:27])[C:6]1([CH2:19][C:18]3[C:13](=[CH:14][CH:15]=[C:16]([OH:20])[CH:17]=3)[CH2:12]1)[CH:5]2[CH3:30]. (3) The product is: [CH2:24]([N:31]1[CH2:36][CH2:35][CH2:34][CH:33]([CH:37]([C:2]2[C:3]3[CH:10]=[CH:9][N:8]([CH2:11][O:12][CH2:13][CH2:14][Si:15]([CH3:18])([CH3:17])[CH3:16])[C:4]=3[N:5]=[CH:6][N:7]=2)[OH:38])[CH2:32]1)[C:25]1[CH:30]=[CH:29][CH:28]=[CH:27][CH:26]=1. Given the reactants I[C:2]1[C:3]2[CH:10]=[CH:9][N:8]([CH2:11][O:12][CH2:13][CH2:14][Si:15]([CH3:18])([CH3:17])[CH3:16])[C:4]=2[N:5]=[CH:6][N:7]=1.C([Mg]Cl)(C)C.[CH2:24]([N:31]1[CH2:36][CH2:35][CH2:34][CH:33]([CH:37]=[O:38])[CH2:32]1)[C:25]1[CH:30]=[CH:29][CH:28]=[CH:27][CH:26]=1.[NH4+].[Cl-], predict the reaction product. (4) Given the reactants [CH3:1][S:2]([C:5]1[CH:10]=[CH:9][C:8]([NH:11][C:12]2[N:17]=[C:16]([C:18]#[C:19][C:20]3[CH:25]=[CH:24][CH:23]=[CH:22][C:21]=3[N:26]([CH3:31])[S:27]([CH3:30])(=[O:29])=[O:28])[CH:15]=[CH:14][N:13]=2)=[CH:7][CH:6]=1)(=[O:4])=[O:3].[H][H], predict the reaction product. The product is: [CH3:1][S:2]([C:5]1[CH:6]=[CH:7][C:8]([NH:11][C:12]2[N:17]=[C:16]([CH2:18][CH2:19][C:20]3[CH:25]=[CH:24][CH:23]=[CH:22][C:21]=3[N:26]([CH3:31])[S:27]([CH3:30])(=[O:28])=[O:29])[CH:15]=[CH:14][N:13]=2)=[CH:9][CH:10]=1)(=[O:3])=[O:4].